This data is from Reaction yield outcomes from USPTO patents with 853,638 reactions. The task is: Predict the reaction yield, written as a fraction of the theoretical maximum amount of product (1.0 means a 100% yield; for example, 0.34 means a 34% yield). (1) The reactants are [C:1]([O:5][C:6]([N:8]1[CH2:11][C:10](=O)[CH2:9]1)=[O:7])([CH3:4])([CH3:3])[CH3:2].Cl.[F:14][C:15]1([F:19])[CH2:18][NH:17][CH2:16]1.C(O[BH-](OC(=O)C)OC(=O)C)(=O)C.[Na+]. The yield is 0.570. The catalyst is ClCCCl. The product is [C:1]([O:5][C:6]([N:8]1[CH2:11][CH:10]([N:17]2[CH2:18][C:15]([F:19])([F:14])[CH2:16]2)[CH2:9]1)=[O:7])([CH3:4])([CH3:3])[CH3:2]. (2) The reactants are [CH3:1][O:2][C:3](=[O:14])[C:4]1[C:5](=[CH:7][CH:8]=[C:9]([C:11](=[O:13])[CH3:12])[CH:10]=1)[OH:6].[CH2:15](Br)[C:16]1[CH:21]=[CH:20][CH:19]=[CH:18][CH:17]=1.C(=O)([O-])[O-].[K+].[K+]. The catalyst is C(C(C)=O)C. The product is [CH3:1][O:2][C:3](=[O:14])[C:4]1[CH:10]=[C:9]([C:11](=[O:13])[CH3:12])[CH:8]=[CH:7][C:5]=1[O:6][CH2:15][C:16]1[CH:21]=[CH:20][CH:19]=[CH:18][CH:17]=1. The yield is 0.714.